Dataset: Forward reaction prediction with 1.9M reactions from USPTO patents (1976-2016). Task: Predict the product of the given reaction. (1) Given the reactants Br[CH2:2][C:3]1[CH:4]=[C:5]2[N:11]=[C:10]([C:12]3[CH:17]=[CH:16][CH:15]=[CH:14][C:13]=3[N+:18]([O-:20])=[O:19])[S:9][C:6]2=[N:7][CH:8]=1.[C:21]([N:28]1[CH2:33][CH2:32][NH:31][CH2:30][CH2:29]1)([O:23][C:24]([CH3:27])([CH3:26])[CH3:25])=[O:22].CCN(CC)CC, predict the reaction product. The product is: [N+:18]([C:13]1[CH:14]=[CH:15][CH:16]=[CH:17][C:12]=1[C:10]1[S:9][C:6]2[C:5]([N:11]=1)=[CH:4][C:3]([CH2:2][N:31]1[CH2:30][CH2:29][N:28]([C:21]([O:23][C:24]([CH3:27])([CH3:26])[CH3:25])=[O:22])[CH2:33][CH2:32]1)=[CH:8][N:7]=2)([O-:20])=[O:19]. (2) Given the reactants [I:1][C:2]1[CH:12]=[CH:11][C:10]2[CH:9]3[CH2:13][CH:5]([CH2:6][N:7]([C:14](=[O:19])C(F)(F)F)[CH2:8]3)[C:4]=2[CH:3]=1.[NH4+].[OH-].[C:22]([O:26]C(OC([O:26][C:22]([CH3:25])([CH3:24])[CH3:23])=O)=O)([CH3:25])([CH3:24])[CH3:23].O, predict the reaction product. The product is: [C:22]([O:26][C:14]([N:7]1[CH2:6][CH:5]2[CH2:13][CH:9]([C:10]3[CH:11]=[CH:12][C:2]([I:1])=[CH:3][C:4]=32)[CH2:8]1)=[O:19])([CH3:25])([CH3:24])[CH3:23]. (3) Given the reactants [OH-].[K+].[N+:3]([C:6]1[CH:14]=[CH:13][CH:12]=[C:11]2[C:7]=1[CH:8]=[N:9][NH:10]2)([O-:5])=[O:4].[I:15]I, predict the reaction product. The product is: [I:15][C:8]1[C:7]2[C:11](=[CH:12][CH:13]=[CH:14][C:6]=2[N+:3]([O-:5])=[O:4])[NH:10][N:9]=1. (4) The product is: [CH2:19]([N:10]1[C:11]2[C:7](=[CH:6][CH:5]=[CH:4][C:3]=2[CH:1]=[CH2:2])[CH:8]=[CH:9]1)[CH2:18][CH2:17][CH:16]=[CH2:15]. Given the reactants [CH:1]([C:3]1[CH:4]=[CH:5][CH:6]=[C:7]2[C:11]=1[NH:10][CH:9]=[CH:8]2)=[CH2:2].[H-].[Na+].Br[CH2:15][CH2:16][CH2:17][CH:18]=[CH2:19].O, predict the reaction product. (5) Given the reactants [CH3:1][O:2][C:3](=[O:12])[CH2:4][C:5]1[CH:10]=[CH:9][CH:8]=[CH:7][C:6]=1[NH2:11].[CH3:13][S:14](Cl)(=[O:16])=[O:15], predict the reaction product. The product is: [CH3:1][O:2][C:3](=[O:12])[CH2:4][C:5]1[CH:10]=[CH:9][CH:8]=[CH:7][C:6]=1[N:11]([S:14]([CH3:13])(=[O:16])=[O:15])[S:14]([CH3:13])(=[O:16])=[O:15]. (6) Given the reactants [F:1][C:2]1[C:7]2[N:8]=[C:9]([C:11]3[CH2:16][CH2:15][N:14](C(OC(C)(C)C)=O)[CH:13]([CH3:24])[CH:12]=3)[S:10][C:6]=2[CH:5]=[CH:4][CH:3]=1.FC(F)(F)C(O)=O, predict the reaction product. The product is: [F:1][C:2]1[C:7]2[N:8]=[C:9]([C:11]3[CH2:16][CH2:15][NH:14][CH:13]([CH3:24])[CH:12]=3)[S:10][C:6]=2[CH:5]=[CH:4][CH:3]=1.